Dataset: Full USPTO retrosynthesis dataset with 1.9M reactions from patents (1976-2016). Task: Predict the reactants needed to synthesize the given product. (1) Given the product [Cl:30][C:17]1[C:18]([S:20]([C:23]2[CH:28]=[CH:27][C:26]([Cl:29])=[CH:25][CH:24]=2)(=[O:22])=[O:21])=[CH:19][C:13]2[N:12]=[C:11]([N:9]3[CH:10]=[C:6]([C:4]([OH:5])=[O:3])[CH:7]=[N:8]3)[NH:15][C:14]=2[CH:16]=1, predict the reactants needed to synthesize it. The reactants are: C([O:3][C:4]([C:6]1[CH:7]=[N:8][N:9]([C:11]2[NH:15][C:14]3[CH:16]=[C:17]([Cl:30])[C:18]([S:20]([C:23]4[CH:28]=[CH:27][C:26]([Cl:29])=[CH:25][CH:24]=4)(=[O:22])=[O:21])=[CH:19][C:13]=3[N:12]=2)[CH:10]=1)=[O:5])C.C1COCC1.O[Li].O. (2) Given the product [Si:15]([C:14]#[C:13][C:10]1[N:11]=[CH:12][C:7]([C:26]2([OH:29])[CH2:27][CH2:28][CH:23]([CH3:22])[CH2:24][CH2:25]2)=[CH:8][CH:9]=1)([C:18]([CH3:21])([CH3:20])[CH3:19])([CH3:17])[CH3:16], predict the reactants needed to synthesize it. The reactants are: [Li]CCCC.Br[C:7]1[CH:8]=[CH:9][C:10]([C:13]#[C:14][Si:15]([C:18]([CH3:21])([CH3:20])[CH3:19])([CH3:17])[CH3:16])=[N:11][CH:12]=1.[CH3:22][CH:23]1[CH2:28][CH2:27][C:26](=[O:29])[CH2:25][CH2:24]1.[Cl-].[NH4+]. (3) Given the product [Cl:1][C:2]1[CH:3]=[N:4][C:5]2[N:6]([N:8]=[C:9]([C:11]([N:20]3[CH2:19][CH2:18][N:17]4[C:21]([C:24]5[CH:29]=[CH:28][N:27]=[CH:26][N:25]=5)=[N:22][N:23]=[C:16]4[CH:15]3[CH3:14])=[O:13])[CH:10]=2)[CH:7]=1, predict the reactants needed to synthesize it. The reactants are: [Cl:1][C:2]1[CH:3]=[N:4][C:5]2[N:6]([N:8]=[C:9]([C:11]([OH:13])=O)[CH:10]=2)[CH:7]=1.[CH3:14][CH:15]1[NH:20][CH2:19][CH2:18][N:17]2[C:21]([C:24]3[CH:29]=[CH:28][N:27]=[CH:26][N:25]=3)=[N:22][N:23]=[C:16]12. (4) Given the product [N+:7]([C:3]1[CH:4]=[N:5][S:6][C:2]=1[N:16]1[CH2:17][C@H:12]([C:11]([F:27])([F:26])[F:10])[CH2:13][C@H:14]([NH:18][C:19](=[O:25])[O:20][C:21]([CH3:23])([CH3:22])[CH3:24])[CH2:15]1)([O-:9])=[O:8], predict the reactants needed to synthesize it. The reactants are: Br[C:2]1[S:6][N:5]=[CH:4][C:3]=1[N+:7]([O-:9])=[O:8].[F:10][C:11]([F:27])([F:26])[C@H:12]1[CH2:17][NH:16][CH2:15][C@@H:14]([NH:18][C:19](=[O:25])[O:20][C:21]([CH3:24])([CH3:23])[CH3:22])[CH2:13]1.CCN(C(C)C)C(C)C. (5) Given the product [CH2:2]([O:3][C:4](=[O:7])[CH2:5][NH:6][C:18]([N:21]1[CH2:26][CH2:25][CH2:24][C@@H:23]([NH:27][C:28]([O:29][C:30]([CH3:31])([CH3:33])[CH3:32])=[O:34])[CH2:22]1)=[C:17]([C:35]#[N:36])[C:15]#[N:16])[CH3:8], predict the reactants needed to synthesize it. The reactants are: Cl.[CH3:2][O:3][C:4](=[O:7])[CH2:5][NH2:6].[CH2:8](N(CC)CC)C.[C:15]([C:17]([C:35]#[N:36])=[C:18]([N:21]1[CH2:26][CH2:25][CH2:24][C@@H:23]([NH:27][C:28](=[O:34])[O:29][C:30]([CH3:33])([CH3:32])[CH3:31])[CH2:22]1)SC)#[N:16].C(=O)([O-])O.[Na+]. (6) Given the product [CH2:1]([C:5]1[C:13]([C:14]2[CH:19]=[CH:18][N:17]=[C:16]([S:20]([CH3:21])=[O:23])[N:15]=2)=[C:8]2[CH:9]=[CH:10][CH:11]=[CH:12][N:7]2[N:6]=1)[CH:2]([CH3:4])[CH3:3], predict the reactants needed to synthesize it. The reactants are: [CH2:1]([C:5]1[C:13]([C:14]2[CH:19]=[CH:18][N:17]=[C:16]([S:20][CH3:21])[N:15]=2)=[C:8]2[CH:9]=[CH:10][CH:11]=[CH:12][N:7]2[N:6]=1)[CH:2]([CH3:4])[CH3:3].C(=O)(O)[O-:23].[Na+].ClC1C=CC=C(C(OO)=O)C=1. (7) Given the product [CH:1]([S:4]([N:7]1[C:11]2[CH:12]=[C:13]([B:30]([OH:35])[OH:31])[CH:14]=[CH:15][C:10]=2[N:9]=[C:8]1[NH2:17])(=[O:6])=[O:5])([CH3:3])[CH3:2], predict the reactants needed to synthesize it. The reactants are: [CH:1]([S:4]([N:7]1[C:11]2[CH:12]=[C:13](I)[CH:14]=[CH:15][C:10]=2[N:9]=[C:8]1[NH2:17])(=[O:6])=[O:5])([CH3:3])[CH3:2].C1([Li])C=CC=CC=1.C([Li])(C)(C)C.[B:30](OC(C)C)([O:35]C(C)C)[O:31]C(C)C.Cl.[OH-].[Na+]. (8) Given the product [NH2:1][S:2]([C:5]1[CH:6]=[CH:7][C:8]([N:14]2[C:22]([CH2:23][C:24]3[CH:29]=[CH:28][CH:27]=[CH:26][CH:25]=3)=[N:21][C:19]([CH3:18])=[N:15]2)=[C:9]([CH:13]=1)[C:10]([OH:12])=[O:11])(=[O:4])=[O:3], predict the reactants needed to synthesize it. The reactants are: [NH2:1][S:2]([C:5]1[CH:6]=[CH:7][C:8]([NH:14][NH2:15])=[C:9]([CH:13]=1)[C:10]([OH:12])=[O:11])(=[O:4])=[O:3].CO[CH2:18]/[C:19](=[N:21]/[C:22](=O)[CH2:23][C:24]1[CH:29]=[CH:28][CH:27]=[CH:26][CH:25]=1)/C.